Dataset: Reaction yield outcomes from USPTO patents with 853,638 reactions. Task: Predict the reaction yield, written as a fraction of the theoretical maximum amount of product (1.0 means a 100% yield; for example, 0.34 means a 34% yield). (1) The reactants are [O:1]1[C:5]2[CH:6]=[CH:7][C:8]([C:10]3([CH2:15][NH2:16])[CH2:14][CH2:13][CH2:12][CH2:11]3)=[CH:9][C:4]=2[O:3][CH2:2]1.[O:17]1[C:21]2[CH:22]=[CH:23][CH:24]=[CH:25][C:20]=2[CH:19]=[C:18]1[C:26](Cl)=[O:27].C(N(CC)CC)C. The catalyst is O1CCOCC1. The product is [O:1]1[C:5]2[CH:6]=[CH:7][C:8]([C:10]3([CH2:15][NH:16][C:26]([C:18]4[O:17][C:21]5[CH:22]=[CH:23][CH:24]=[CH:25][C:20]=5[CH:19]=4)=[O:27])[CH2:14][CH2:13][CH2:12][CH2:11]3)=[CH:9][C:4]=2[O:3][CH2:2]1. The yield is 0.178. (2) The reactants are [NH2:1][CH2:2][CH2:3][N:4]([C:22]([O:24][CH2:25][CH3:26])=[O:23])[CH2:5][CH:6]([NH:10][C:11](=[O:21])[C:12]1[C:13](=[CH:17][CH:18]=[CH:19][CH:20]=1)[C:14]([OH:16])=O)[C:7](O)=[O:8].CN1CCOCC1.C1(P(N=[N+]=[N-])(C2C=CC=CC=2)=O)C=CC=CC=1. The catalyst is CN(C)C=O. The product is [CH2:25]([O:24][C:22]([N:4]1[CH2:5][CH:6]([N:10]2[C:11](=[O:21])[C:12]3[C:13](=[CH:17][CH:18]=[CH:19][CH:20]=3)[C:14]2=[O:16])[C:7](=[O:8])[NH:1][CH2:2][CH2:3]1)=[O:23])[CH3:26]. The yield is 0.330.